From a dataset of Catalyst prediction with 721,799 reactions and 888 catalyst types from USPTO. Predict which catalyst facilitates the given reaction. (1) Reactant: C1(S(O[C:11]2[CH:16]=[C:15]([CH3:17])[CH:14]=[C:13]([CH3:18])[CH:12]=2)(=O)=O)C=CC=CC=1.[NH2:19][C:20]1[CH:28]=[CH:27][C:23]([C:24]([NH2:26])=[O:25])=[CH:22][CH:21]=1. Product: [CH3:17][C:15]1[CH:16]=[C:11]([NH:19][C:20]2[CH:28]=[CH:27][C:23]([C:24]([NH2:26])=[O:25])=[CH:22][CH:21]=2)[CH:12]=[C:13]([CH3:18])[CH:14]=1. The catalyst class is: 13. (2) Reactant: [N+:1]([C:4]1[C:5](=[O:15])[NH:6][C:7](=[O:14])[N:8]([CH2:11][CH2:12][CH3:13])[C:9]=1[CH3:10])([O-:3])=[O:2].[Br:16]Br. Product: [Br:16][CH2:10][C:9]1[N:8]([CH2:11][CH2:12][CH3:13])[C:7](=[O:14])[NH:6][C:5](=[O:15])[C:4]=1[N+:1]([O-:3])=[O:2]. The catalyst class is: 22. (3) Reactant: Cl.Cl.[C:3]([C:5]1[CH:37]=[CH:36][C:8]([CH2:9][NH:10][CH:11]([C:30]2[N:34]([CH3:35])[CH:33]=[N:32][CH:31]=2)[C:12]2[CH:19]=[CH:18][C:15]([C:16]#[N:17])=[C:14]([C:20]3[C:29]4[C:24](=[CH:25][CH:26]=[CH:27][CH:28]=4)[CH:23]=[CH:22][CH:21]=3)[CH:13]=2)=[CH:7][CH:6]=1)#[N:4].[CH2:38]=O. Product: [C:3]([C:5]1[CH:37]=[CH:36][C:8]([CH2:9][N:10]([CH:11]([C:30]2[N:34]([CH3:35])[CH:33]=[N:32][CH:31]=2)[C:12]2[CH:19]=[CH:18][C:15]([C:16]#[N:17])=[C:14]([C:20]3[C:29]4[C:24](=[CH:25][CH:26]=[CH:27][CH:28]=4)[CH:23]=[CH:22][CH:21]=3)[CH:13]=2)[CH3:38])=[CH:7][CH:6]=1)#[N:4]. The catalyst class is: 106. (4) Reactant: Cl[CH2:2][C:3](=[N:22][O:23][CH3:24])[CH2:4][N:5]1[C:13]2[C:8](=[CH:9][C:10]([N:14]=[CH:15][N:16]([CH3:18])[CH3:17])=[CH:11][CH:12]=2)[C:7]([C:19]([NH2:21])=[O:20])=[CH:6]1.[CH3:25][O:26][C:27]1[CH:33]=[CH:32][C:30](N)=[CH:29][CH:28]=1.C(=O)([O-])[O-:35].[Na+].[Na+]. Product: [CH3:17][N:16]([CH:15]=[N:14][C:10]1[CH:9]=[C:8]2[C:13](=[CH:12][CH:11]=1)[N:5]([CH2:4][C:3](=[N:22][O:23][CH3:24])[CH2:2][O:35][C:30]1[CH:32]=[CH:33][C:27]([O:26][CH3:25])=[CH:28][CH:29]=1)[CH:6]=[C:7]2[C:19]([NH2:21])=[O:20])[CH3:18]. The catalyst class is: 13.